Predict the product of the given reaction. From a dataset of Forward reaction prediction with 1.9M reactions from USPTO patents (1976-2016). (1) The product is: [F:24][C:18]1[CH:19]=[CH:20][CH:21]=[CH:22][C:17]=1[O:16][CH2:15][CH2:14][N:11]1[CH2:12][CH2:13][NH:8][CH2:9][CH2:10]1. Given the reactants C(OC([N:8]1[CH2:13][CH2:12][N:11]([CH2:14][CH2:15][O:16][C:17]2[CH:22]=[CH:21][C:20](F)=[CH:19][CH:18]=2)[CH2:10][CH2:9]1)=O)(C)(C)C.[F:24]C(F)(F)C(O)=O, predict the reaction product. (2) Given the reactants C[O:2][C:3]([C:5]1([CH:11]=[N:12][O:13][CH2:14][C:15]2[CH:20]=[CH:19][CH:18]=[CH:17][CH:16]=2)[CH2:10][CH2:9][CH2:8][CH2:7][CH2:6]1)=[O:4].[OH-].[Na+].Cl, predict the reaction product. The product is: [CH2:14]([O:13][N:12]=[CH:11][C:5]1([C:3]([OH:4])=[O:2])[CH2:10][CH2:9][CH2:8][CH2:7][CH2:6]1)[C:15]1[CH:20]=[CH:19][CH:18]=[CH:17][CH:16]=1. (3) Given the reactants [CH3:1][S:2]([C:5]1[CH:6]=[C:7]([CH:11]=[C:12]([N+:14]([O-])=O)[CH:13]=1)[C:8]([OH:10])=[O:9])(=[O:4])=[O:3], predict the reaction product. The product is: [NH2:14][C:12]1[CH:11]=[C:7]([CH:6]=[C:5]([S:2]([CH3:1])(=[O:4])=[O:3])[CH:13]=1)[C:8]([OH:10])=[O:9]. (4) Given the reactants [CH3:1][C:2]1[CH:7]=[CH:6][C:5]([CH3:8])=[N+:4]([O-])[C:3]=1[C:10]#[N:11].C(=O)(O)[O-].[Na+].[C:17]([O:20]C(=O)C)(=[O:19])[CH3:18], predict the reaction product. The product is: [C:17]([O:20][CH2:8][C:5]1[CH:6]=[CH:7][C:2]([CH3:1])=[C:3]([C:10]#[N:11])[N:4]=1)(=[O:19])[CH3:18]. (5) The product is: [N:6]1([S:10]([NH:13][C:47](=[O:48])[C:46]2[CH:50]=[C:42]([Cl:41])[C:43]([O:52][CH2:53][C:54]3([C:64]#[N:65])[CH:55]4[CH2:63][CH:59]5[CH2:58][CH:57]([CH2:62][CH:61]3[CH2:60]5)[CH2:56]4)=[CH:44][C:45]=2[F:51])(=[O:12])=[O:11])[CH2:9][CH2:8][CH2:7]1. Given the reactants CS(N)(=O)=O.[N:6]1([S:10]([NH2:13])(=[O:12])=[O:11])[CH2:9][CH2:8][CH2:7]1.C(C1(COC2C(C3CC3)=CC(C(O)=O)=C(F)C=2)C2CC3CC(CC1C3)C2)#N.[Cl:41][C:42]1[C:43]([O:52][CH2:53][C:54]2([C:64]#[N:65])[CH:61]3[CH2:62][CH:57]4[CH2:58][CH:59]([CH2:63][CH:55]2[CH2:56]4)[CH2:60]3)=[CH:44][C:45]([F:51])=[C:46]([CH:50]=1)[C:47](O)=[O:48], predict the reaction product. (6) Given the reactants [O:1]1[CH2:6][CH2:5][NH:4][C:3]2[CH:7]=[N:8][CH:9]=[CH:10][C:2]1=2.[Br:11][C:12]1[CH:13]=[C:14]([CH:18]=[CH:19][C:20]=1[O:21][CH3:22])[C:15](O)=[O:16].P(Cl)(Cl)(Cl)=O.C(=O)([O-])O.[Na+], predict the reaction product. The product is: [Br:11][C:12]1[CH:13]=[C:14]([C:15]([N:4]2[CH2:5][CH2:6][O:1][C:2]3[CH:10]=[CH:9][N:8]=[CH:7][C:3]2=3)=[O:16])[CH:18]=[CH:19][C:20]=1[O:21][CH3:22]. (7) Given the reactants [CH:1]([C:3]1[CH:4]=[C:5](B(O)O)[CH:6]=[CH:7][CH:8]=1)=[O:2].Br[C:13]1[C:17]2[CH:18]=[CH:19][CH:20]=[CH:21][C:16]=2[S:15][CH:14]=1.C(=O)([O-])[O-].[Cs+].[Cs+].C(O)C, predict the reaction product. The product is: [S:15]1[C:16]2[CH:21]=[CH:20][CH:19]=[CH:18][C:17]=2[C:13]([C:5]2[CH:4]=[C:3]([CH:8]=[CH:7][CH:6]=2)[CH:1]=[O:2])=[CH:14]1.